This data is from Full USPTO retrosynthesis dataset with 1.9M reactions from patents (1976-2016). The task is: Predict the reactants needed to synthesize the given product. Given the product [CH3:37][S:38]([CH:41]1[CH2:46][CH2:45][C:44]([C:8]2[CH:7]=[CH:6][C:5]3[C:10](=[CH:11][CH:12]=[C:3]([O:2][CH3:1])[CH:4]=3)[C:9]=2[O:13][C:14]2[CH:19]=[CH:18][C:17]([O:20][CH2:21][CH2:22][N:23]3[CH2:24][CH2:25][CH2:26][CH2:27][CH2:28]3)=[CH:16][CH:15]=2)=[CH:43][CH2:42]1)(=[O:39])=[O:40], predict the reactants needed to synthesize it. The reactants are: [CH3:1][O:2][C:3]1[CH:4]=[C:5]2[C:10](=[CH:11][CH:12]=1)[C:9]([O:13][C:14]1[CH:19]=[CH:18][C:17]([O:20][CH2:21][CH2:22][N:23]3[CH2:28][CH2:27][CH2:26][CH2:25][CH2:24]3)=[CH:16][CH:15]=1)=[C:8](OS(C(F)(F)F)(=O)=O)[CH:7]=[CH:6]2.[CH3:37][S:38]([CH:41]1[CH2:46][CH2:45][C:44](B2OC(C)(C)C(C)(C)O2)=[CH:43][CH2:42]1)(=[O:40])=[O:39].C1(P(C2CCCCC2)C2CCCCC2)CCCCC1.[F-].[Cs+].